This data is from Full USPTO retrosynthesis dataset with 1.9M reactions from patents (1976-2016). The task is: Predict the reactants needed to synthesize the given product. Given the product [Br:1][C:2]1[N:7]2[N:8]=[CH:9][N:10]=[C:6]2[C:5]([NH:25][C:22]2[CH:21]=[CH:20][C:19]([N:16]3[CH2:15][CH2:14][N:13]([CH3:12])[CH2:18][CH2:17]3)=[CH:24][CH:23]=2)=[N:4][CH:3]=1, predict the reactants needed to synthesize it. The reactants are: [Br:1][C:2]1[N:7]2[N:8]=[CH:9][N:10]=[C:6]2[C:5](Br)=[N:4][CH:3]=1.[CH3:12][N:13]1[CH2:18][CH2:17][N:16]([C:19]2[CH:24]=[CH:23][C:22]([NH2:25])=[CH:21][CH:20]=2)[CH2:15][CH2:14]1.C(N(C(C)C)C(C)C)C.